This data is from Experimentally validated miRNA-target interactions with 360,000+ pairs, plus equal number of negative samples. The task is: Binary Classification. Given a miRNA mature sequence and a target amino acid sequence, predict their likelihood of interaction. (1) The miRNA is hsa-miR-4433a-3p with sequence ACAGGAGUGGGGGUGGGACAU. The protein sequence of the target gene is MEPNSPKKIQFAVPVFQSQIAPEAAEQIRKRRPTPASLVILNEHNPPEIDDKRGPNTQGELQNASPKQRKQSVYTPPTIKGVKHLKGQNESAFPEEEEGTNEREEQRDH. Result: 1 (interaction). (2) The miRNA is hsa-miR-4499 with sequence AAGACUGAGAGGAGGGA. The protein sequence of the target gene is MAQQQMTSSQKALMLELKSLQEEPVEGFRITLVDESDLYNWEVAIFGPPNTLYEGGYFKAHIKFPIDYPYSPPTFRFLTKMWHPNIYENGDVCISILHPPVDDPQSGELPSERWNPTQNVRTILLSVISLLNEPNTFSPANVDASVMFRKWRDSKGKDKEYAEIIRKQVSATKAEAEKDGVKVPTTLAEYCIKTKVPSNDNSSDLLYDDLYDDDIDDEDEEEEDADCYDDDDSGNEES. Result: 0 (no interaction).